Dataset: Full USPTO retrosynthesis dataset with 1.9M reactions from patents (1976-2016). Task: Predict the reactants needed to synthesize the given product. Given the product [Cl:1][C:2]1[N:7]=[N:6][C:5]([N:8]2[CH2:13][CH2:12][N:11]([C:19]([C:20]3[CH:25]=[CH:24][CH:23]=[CH:22][CH:21]=3)=[O:26])[C@@H:10]([CH3:14])[CH2:9]2)=[C:4]2[CH:15]=[N:16][CH:17]=[CH:18][C:3]=12, predict the reactants needed to synthesize it. The reactants are: [Cl:1][C:2]1[N:7]=[N:6][C:5]([N:8]2[CH2:13][CH2:12][NH:11][C@@H:10]([CH3:14])[CH2:9]2)=[C:4]2[CH:15]=[N:16][CH:17]=[CH:18][C:3]=12.[C:19](Cl)(=[O:26])[C:20]1[CH:25]=[CH:24][CH:23]=[CH:22][CH:21]=1.C(N(CC)CC)C.C(=O)(O)[O-].[Na+].[OH-].[Na+].